This data is from Catalyst prediction with 721,799 reactions and 888 catalyst types from USPTO. The task is: Predict which catalyst facilitates the given reaction. Product: [NH2:17][C:4]1[S:5][C:6]([C:7]2[CH:12]=[CH:11][N:10]=[C:9]([C:13]([CH3:16])([CH3:15])[CH3:14])[CH:8]=2)=[C:2]([CH3:1])[N:3]=1. The catalyst class is: 361. Reactant: [CH3:1][C:2]1[N:3]=[C:4]([NH:17]C(=O)C)[S:5][C:6]=1[C:7]1[CH:12]=[CH:11][N:10]=[C:9]([C:13]([CH3:16])([CH3:15])[CH3:14])[CH:8]=1.